From a dataset of Peptide-MHC class I binding affinity with 185,985 pairs from IEDB/IMGT. Regression. Given a peptide amino acid sequence and an MHC pseudo amino acid sequence, predict their binding affinity value. This is MHC class I binding data. (1) The peptide sequence is GDEALRGFL. The MHC is HLA-B45:01 with pseudo-sequence HLA-B45:01. The binding affinity (normalized) is 0.0123. (2) The peptide sequence is KQIQKVETW. The MHC is HLA-A32:01 with pseudo-sequence HLA-A32:01. The binding affinity (normalized) is 0.639. (3) The MHC is Mamu-B3901 with pseudo-sequence Mamu-B3901. The peptide sequence is SESSDSGSGFWKA. The binding affinity (normalized) is 0.601. (4) The peptide sequence is YSAGALASC. The MHC is HLA-A68:02 with pseudo-sequence HLA-A68:02. The binding affinity (normalized) is 0.338. (5) The peptide sequence is GMRDVSFEL. The MHC is HLA-B07:02 with pseudo-sequence HLA-B07:02. The binding affinity (normalized) is 0.413. (6) The peptide sequence is PTPVNIIGRNL. The MHC is HLA-B40:02 with pseudo-sequence HLA-B40:02. The binding affinity (normalized) is 0.